This data is from Forward reaction prediction with 1.9M reactions from USPTO patents (1976-2016). The task is: Predict the product of the given reaction. (1) The product is: [SH:12][C:10]1[S:11][C:7]([C:5]([OH:6])=[O:4])=[CH:8][N:9]=1. Given the reactants [OH-].[Na+].C[O:4][C:5]([C:7]1[S:11][C:10]([SH:12])=[N:9][CH:8]=1)=[O:6], predict the reaction product. (2) The product is: [Br:1][C:2]1[CH:3]=[C:4]2[N:9]=[C:12]([CH2:11][Cl:10])[NH:8][C:5]2=[N:6][CH:7]=1. Given the reactants [Br:1][C:2]1[CH:3]=[C:4]([NH2:9])[C:5]([NH2:8])=[N:6][CH:7]=1.[Cl:10][CH2:11][C:12]#N.C, predict the reaction product. (3) Given the reactants C[N:2](C)[CH:3]=[C:4]([C:13]1[CH:18]=[CH:17][N:16]=[C:15]([S:19][CH3:20])[N:14]=1)[C:5]([C:7]1[S:8][C:9]([Cl:12])=[CH:10][CH:11]=1)=O.O.NN.C([N:27](CC)CC)C, predict the reaction product. The product is: [Cl:12][C:9]1[S:8][C:7]([C:5]2[C:4]([C:13]3[CH:18]=[CH:17][N:16]=[C:15]([S:19][CH3:20])[N:14]=3)=[CH:3][NH:2][N:27]=2)=[CH:11][CH:10]=1. (4) Given the reactants C(OC([N:11]1[CH2:16][CH2:15][CH:14]([O:17][C:18]2[CH:19]=[C:20]3[C:24](=[CH:25][CH:26]=2)[NH:23][N:22]=[C:21]3[S:27]([C:30]2[C:39]3[C:34](=[CH:35][CH:36]=[CH:37][CH:38]=3)[CH:33]=[CH:32][CH:31]=2)(=[O:29])=[O:28])[CH2:13][CH2:12]1)=O)C1C=CC=CC=1.C1(OC)C=CC=CC=1.OS(C(F)(F)F)(=O)=O.[OH-].[Na+], predict the reaction product. The product is: [C:30]1([S:27]([C:21]2[C:20]3[C:24](=[CH:25][CH:26]=[C:18]([O:17][CH:14]4[CH2:15][CH2:16][NH:11][CH2:12][CH2:13]4)[CH:19]=3)[NH:23][N:22]=2)(=[O:28])=[O:29])[C:39]2[C:34](=[CH:35][CH:36]=[CH:37][CH:38]=2)[CH:33]=[CH:32][CH:31]=1. (5) Given the reactants [Br:1][C:2]1[CH:3]=[CH:4][C:5](Cl)=[N:6][CH:7]=1.O.[NH2:10][NH2:11], predict the reaction product. The product is: [Br:1][C:2]1[CH:3]=[CH:4][C:5]([NH:10][NH2:11])=[N:6][CH:7]=1. (6) Given the reactants [CH:1]1([N:7]=[C:8]=[O:9])[CH2:6][CH2:5][CH2:4][CH2:3][CH2:2]1.[NH2:10][CH2:11][C:12]1[N:20]=[C:19]2[C:15]([N:16]=[CH:17][N:18]2[C@@H:21]2[O:25][C@H:24]([C:26]([NH:28][CH2:29][CH3:30])=[O:27])[C@@H:23]([OH:31])[C@H:22]2[OH:32])=[C:14]([NH:33][CH2:34][CH:35]([C:42]2[CH:47]=[CH:46][CH:45]=[CH:44][CH:43]=2)[C:36]2[CH:41]=[CH:40][CH:39]=[CH:38][CH:37]=2)[N:13]=1, predict the reaction product. The product is: [CH:1]1([NH:7][C:8]([NH:10][CH2:11][C:12]2[N:20]=[C:19]3[C:15]([N:16]=[CH:17][N:18]3[C@@H:21]3[O:25][C@H:24]([C:26]([NH:28][CH2:29][CH3:30])=[O:27])[C@@H:23]([OH:31])[C@H:22]3[OH:32])=[C:14]([NH:33][CH2:34][CH:35]([C:36]3[CH:41]=[CH:40][CH:39]=[CH:38][CH:37]=3)[C:42]3[CH:43]=[CH:44][CH:45]=[CH:46][CH:47]=3)[N:13]=2)=[O:9])[CH2:6][CH2:5][CH2:4][CH2:3][CH2:2]1.